This data is from Forward reaction prediction with 1.9M reactions from USPTO patents (1976-2016). The task is: Predict the product of the given reaction. (1) Given the reactants [N+](=[CH:3][C:4]([O:6][CH2:7][CH3:8])=[O:5])=[N-].[Cl:9][CH2:10]/[CH:11]=[CH:12]/[C:13]1[CH:18]=[CH:17][CH:16]=[C:15]([F:19])[CH:14]=1, predict the reaction product. The product is: [Cl:9][CH2:10][CH:11]1[CH:12]([C:13]2[CH:18]=[CH:17][CH:16]=[C:15]([F:19])[CH:14]=2)[CH:3]1[C:4]([O:6][CH2:7][CH3:8])=[O:5]. (2) Given the reactants Cl[C:2]1[CH:3]=[CH:4][C:5]2[N:6]([C:8]([CH2:11][C:12]3[CH:13]=[C:14]4[C:18](=[CH:19][C:20]=3[F:21])[N:17]([CH3:22])[N:16]=[CH:15]4)=[CH:9][N:10]=2)[N:7]=1.[O:23]1[CH2:28][CH2:27][CH2:26][CH2:25][CH:24]1[O:29][CH2:30][CH2:31][N:32]1[CH:36]=[C:35](B2OC(C)(C)C(C)(C)O2)[CH:34]=[N:33]1, predict the reaction product. The product is: [F:21][C:20]1[CH:19]=[C:18]2[C:14]([CH:15]=[N:16][N:17]2[CH3:22])=[CH:13][C:12]=1[CH2:11][C:8]1[N:6]2[N:7]=[C:2]([C:35]3[CH:34]=[N:33][N:32]([CH2:31][CH2:30][O:29][CH:24]4[CH2:25][CH2:26][CH2:27][CH2:28][O:23]4)[CH:36]=3)[CH:3]=[CH:4][C:5]2=[N:10][CH:9]=1. (3) The product is: [NH2:16][C:12]1[CH:11]=[C:10]([O:9][CH3:8])[CH:15]=[CH:14][C:13]=1[C:17](=[O:24])[CH3:18]. Given the reactants ClB(Cl)Cl.C(Cl)Cl.[CH3:8][O:9][C:10]1[CH:15]=[CH:14][CH:13]=[C:12]([NH2:16])[CH:11]=1.[C:17](#N)[CH3:18].[Cl-].[Al+3].[Cl-].[Cl-].[OH-:24].[Na+], predict the reaction product. (4) Given the reactants [NH2:1][CH2:2][CH2:3][O:4][CH2:5][CH2:6][O:7][CH2:8][CH2:9][NH2:10].ClCCl.[Cl:14][C:15]1[CH:16]=[C:17]2[C:22](=[C:23]([Cl:25])[CH:24]=1)[CH2:21][N:20]([CH3:26])[CH2:19][CH:18]2[C:27]1[CH:28]=[C:29]([S:33](Cl)(=[O:35])=[O:34])[CH:30]=[CH:31][CH:32]=1, predict the reaction product. The product is: [NH2:1][CH2:2][CH2:3][O:4][CH2:5][CH2:6][O:7][CH2:8][CH2:9][NH:10][S:33]([C:29]1[CH:30]=[CH:31][CH:32]=[C:27]([CH:18]2[C:17]3[C:22](=[C:23]([Cl:25])[CH:24]=[C:15]([Cl:14])[CH:16]=3)[CH2:21][N:20]([CH3:26])[CH2:19]2)[CH:28]=1)(=[O:35])=[O:34]. (5) Given the reactants [C:1]([O:5][C:6]([NH:8][CH:9]1[C:14](=[O:15])[N:13]2[CH:16]([C:19]([OH:21])=O)[CH2:17][S:18][CH:12]2[CH2:11][CH2:10]1)=[O:7])([CH3:4])([CH3:3])[CH3:2].[CH:22]1([NH2:32])[C:31]2[C:26](=[CH:27][CH:28]=[CH:29][CH:30]=2)[CH2:25][CH2:24][CH2:23]1.CN1CCOCC1.C(P1(=O)OP(CCC)(=O)OP(CCC)(=O)O1)CC, predict the reaction product. The product is: [C:1]([O:5][C:6](=[O:7])[NH:8][CH:9]1[C:14](=[O:15])[N:13]2[CH:16]([C:19](=[O:21])[NH:32][CH:22]3[C:31]4[C:26](=[CH:27][CH:28]=[CH:29][CH:30]=4)[CH2:25][CH2:24][CH2:23]3)[CH2:17][S:18][CH:12]2[CH2:11][CH2:10]1)([CH3:2])([CH3:3])[CH3:4].